Dataset: Catalyst prediction with 721,799 reactions and 888 catalyst types from USPTO. Task: Predict which catalyst facilitates the given reaction. Reactant: C(OC(=O)[NH:10][C@H:11]([C:13]1[N:17]([C:18]2[CH:23]=[CH:22][CH:21]=[CH:20][CH:19]=2)[C:16]2[C:24]([CH3:28])=[CH:25][CH:26]=[CH:27][C:15]=2[N:14]=1)[CH3:12])C1C=CC=CC=1. Product: [CH3:28][C:24]1[C:16]2[N:17]([C:18]3[CH:23]=[CH:22][CH:21]=[CH:20][CH:19]=3)[C:13]([C@@H:11]([NH2:10])[CH3:12])=[N:14][C:15]=2[CH:27]=[CH:26][CH:25]=1. The catalyst class is: 45.